Predict the product of the given reaction. From a dataset of Forward reaction prediction with 1.9M reactions from USPTO patents (1976-2016). Given the reactants [N+:1]([C:4]1[C:5]2[CH:22]=[C:21](C(O)=O)[CH:20]=[CH:19][C:6]=2[C:7]2[CH2:8][CH2:9][N:10]([C:13](=[O:18])[C:14]([F:17])([F:16])[F:15])[C:11]=2[CH:12]=1)([O-:3])=[O:2].[C:26](Cl)(=[O:30])C(Cl)=O.[N-:32]=[N+]=[N-].[Na+].[CH3:36][C:37]([OH:40])([CH3:39])[CH3:38].[CH2:41]([Cl:43])Cl, predict the reaction product. The product is: [Cl:43][CH2:41][CH:8]1[C:7]2[C:6]3[CH:19]=[CH:20][C:21]([NH:32][C:26]([O:40][C:37]([CH3:39])([CH3:38])[CH3:36])=[O:30])=[CH:22][C:5]=3[C:4]([N+:1]([O-:3])=[O:2])=[CH:12][C:11]=2[N:10]([C:13](=[O:18])[C:14]([F:17])([F:15])[F:16])[CH2:9]1.